From a dataset of Reaction yield outcomes from USPTO patents with 853,638 reactions. Predict the reaction yield, written as a fraction of the theoretical maximum amount of product (1.0 means a 100% yield; for example, 0.34 means a 34% yield). (1) The reactants are [CH3:1][N:2]1[C:6]([C@H:7]2[CH2:12][C@@H:11]([C:13]3[O:17][NH:16][C:15](=[O:18])[CH:14]=3)[CH2:10][CH2:9][N:8]2C(OCC2C=CC=CC=2)=O)=[N:5][N:4]=[N:3]1.Br. No catalyst specified. The product is [CH3:1][N:2]1[C:6]([C@H:7]2[CH2:12][C@@H:11]([C:13]3[O:17][NH:16][C:15](=[O:18])[CH:14]=3)[CH2:10][CH2:9][NH:8]2)=[N:5][N:4]=[N:3]1. The yield is 0.670. (2) The reactants are [C:1]([C:5]1[CH:10]=[C:9]([C:11]([F:14])([F:13])[F:12])[C:8]([N+:15]([O-])=O)=[CH:7][C:6]=1[O:18]CC1C=CC=CC=1)([CH3:4])([CH3:3])[CH3:2].C([O-])=O.[NH4+]. The catalyst is CCO.[Pd]. The product is [NH2:15][C:8]1[C:9]([C:11]([F:12])([F:13])[F:14])=[CH:10][C:5]([C:1]([CH3:2])([CH3:3])[CH3:4])=[C:6]([OH:18])[CH:7]=1. The yield is 0.520. (3) The reactants are C[O:2][C:3](=[O:29])[C:4]1[CH:9]=[CH:8][C:7]([N:10]2[CH2:15][CH2:14][CH:13]([C:16]3[CH:21]=[CH:20][C:19]([CH2:22][N:23]4[CH2:28][CH2:27][O:26][CH2:25][CH2:24]4)=[CH:18][CH:17]=3)[CH2:12][CH2:11]2)=[CH:6][CH:5]=1.[OH-].[Na+].Cl. The catalyst is O1CCOCC1. The product is [N:23]1([CH2:22][C:19]2[CH:18]=[CH:17][C:16]([CH:13]3[CH2:14][CH2:15][N:10]([C:7]4[CH:6]=[CH:5][C:4]([C:3]([OH:29])=[O:2])=[CH:9][CH:8]=4)[CH2:11][CH2:12]3)=[CH:21][CH:20]=2)[CH2:28][CH2:27][O:26][CH2:25][CH2:24]1. The yield is 0.880. (4) The reactants are C(OC([N:8]1[C:16]2[CH:15]=[C:14](Cl)[N:13]=[CH:12][C:11]=2[C:10]([CH3:19])([CH3:18])[CH2:9]1)=O)(C)(C)C.C(P(C12CC3CC(CC(C3)C1)C2)C12CC3CC(CC(C3)C1)C2)CCC.C(=O)([O-])[O-].[Na+].[Na+].[CH3:51][N:52]1C(=O)CCC1. The catalyst is [C-]#N.[C-]#N.[C-]#N.[C-]#N.[C-]#N.[C-]#N.[K+].[K+].[K+].[K+].[Fe+2].CC([O-])=O.CC([O-])=O.[Pd+2]. The product is [CH3:19][C:10]1([CH3:18])[C:11]2[CH:12]=[N:13][C:14]([C:51]#[N:52])=[CH:15][C:16]=2[NH:8][CH2:9]1. The yield is 0.150.